From a dataset of Reaction yield outcomes from USPTO patents with 853,638 reactions. Predict the reaction yield, written as a fraction of the theoretical maximum amount of product (1.0 means a 100% yield; for example, 0.34 means a 34% yield). The reactants are [CH:1]([C:3]1[S:7][C:6]([CH:8]([NH:10][C:11](=[O:17])[O:12][C:13]([CH3:16])([CH3:15])[CH3:14])[CH3:9])=[N:5][CH:4]=1)=[O:2].O.O.P([O-])(O)(O)=[O:21].[Na+].CC(=CC)C.Cl([O-])=O.[Na+]. The catalyst is C(O)(C)(C)C.O. The product is [C:13]([O:12][C:11]([NH:10][CH:8]([C:6]1[S:7][C:3]([C:1]([OH:21])=[O:2])=[CH:4][N:5]=1)[CH3:9])=[O:17])([CH3:16])([CH3:15])[CH3:14]. The yield is 0.600.